This data is from TCR-epitope binding with 47,182 pairs between 192 epitopes and 23,139 TCRs. The task is: Binary Classification. Given a T-cell receptor sequence (or CDR3 region) and an epitope sequence, predict whether binding occurs between them. (1) The epitope is FTISVTTEIL. The TCR CDR3 sequence is CATSALAGARYNEQFF. Result: 0 (the TCR does not bind to the epitope). (2) The epitope is KRWIIMGLNK. The TCR CDR3 sequence is CASRPAGLAYEQYF. Result: 0 (the TCR does not bind to the epitope). (3) The epitope is FLYNLLTRV. The TCR CDR3 sequence is CASSLLSGSTEAFF. Result: 1 (the TCR binds to the epitope). (4) The TCR CDR3 sequence is CASSLGPASYEQYF. The epitope is LLFGYPVYV. Result: 0 (the TCR does not bind to the epitope). (5) The epitope is PROT_97E67BCC. The TCR CDR3 sequence is CATSRDRETGGDYGYTF. Result: 0 (the TCR does not bind to the epitope). (6) The epitope is ATVVIGTSK. The TCR CDR3 sequence is CASSLEVGSAYGYTF. Result: 0 (the TCR does not bind to the epitope). (7) The epitope is KLMNIQQKL. The TCR CDR3 sequence is CASSPRVTNQYNEQFF. Result: 0 (the TCR does not bind to the epitope). (8) The epitope is TPINLVRDL. The TCR CDR3 sequence is CASSQDLGLPLHF. Result: 0 (the TCR does not bind to the epitope).